This data is from Catalyst prediction with 721,799 reactions and 888 catalyst types from USPTO. The task is: Predict which catalyst facilitates the given reaction. (1) Reactant: [C:1]1([CH:7]2[N:11](COCC[Si](C)(C)C)[C:10]([C:20]3[CH:21]=[C:22]4[C:26](=[CH:27][CH:28]=3)[C:25](=[O:29])[CH2:24][CH2:23]4)=[C:9]([C:30]3[CH:35]=[CH:34][N:33]=[CH:32][CH:31]=3)[NH:8]2)[CH:6]=[CH:5][CH:4]=[CH:3][CH:2]=1.Cl. Product: [C:1]1([C:7]2[NH:8][C:9]([C:30]3[CH:31]=[CH:32][N:33]=[CH:34][CH:35]=3)=[C:10]([C:20]3[CH:21]=[C:22]4[C:26](=[CH:27][CH:28]=3)[C:25](=[O:29])[CH2:24][CH2:23]4)[N:11]=2)[CH:2]=[CH:3][CH:4]=[CH:5][CH:6]=1. The catalyst class is: 8. (2) Reactant: [F:1][C:2]([F:16])([F:15])[O:3][C:4]1[CH:5]=[C:6]2[C:11](=[C:12]([NH2:14])[CH:13]=1)[N:10]=[CH:9][CH:8]=[CH:7]2.[F:17][C:18]([F:30])([F:29])[C:19]1[N:24]=[CH:23][C:22]([S:25](Cl)(=[O:27])=[O:26])=[CH:21][CH:20]=1.N1C=CC=CC=1. Product: [F:16][C:2]([F:1])([F:15])[O:3][C:4]1[CH:5]=[C:6]2[C:11](=[C:12]([NH:14][S:25]([C:22]3[CH:23]=[N:24][C:19]([C:18]([F:30])([F:17])[F:29])=[CH:20][CH:21]=3)(=[O:27])=[O:26])[CH:13]=1)[N:10]=[CH:9][CH:8]=[CH:7]2. The catalyst class is: 79. (3) The catalyst class is: 3. Product: [OH:2][CH2:3][CH2:4][CH2:5][C:6]([O:8][CH2:10][CH3:11])=[O:7]. Reactant: [K+].[OH:2][CH2:3][CH2:4][CH2:5][C:6]([O-:8])=[O:7].Br[CH2:10][CH3:11].O. (4) Reactant: [CH3:1][NH:2][C:3]([NH:8][CH2:9][CH2:10][S:11][CH2:12][C:13]1[O:17][C:16]([CH2:18][N:19]([CH3:21])[CH3:20])=[CH:15][CH:14]=1)=[CH:4][N+:5]([O-:7])=[O:6].Cl.[Na].[CH3:24][CH2:25][CH2:26][CH2:27][CH:28]([CH2:31][O:32][C:33]([CH2:35][CH:36]([S:48]([OH:51])(=[O:50])=[O:49])[C:37]([O:39][CH2:40][CH:41]([CH2:44][CH2:45][CH2:46][CH3:47])[CH2:42][CH3:43])=[O:38])=[O:34])[CH2:29][CH3:30]. Product: [CH3:1][NH:2][C:3]([NH:8][CH2:9][CH2:10][S:11][CH2:12][C:13]1[O:17][C:16]([CH2:18][N:19]([CH3:20])[CH3:21])=[CH:15][CH:14]=1)=[CH:4][N+:5]([O-:7])=[O:6].[CH3:24][CH2:25][CH2:26][CH2:27][CH:28]([CH2:31][O:32][C:33]([CH2:35][CH:36]([S:48]([OH:51])(=[O:50])=[O:49])[C:37]([O:39][CH2:40][CH:41]([CH2:44][CH2:45][CH2:46][CH3:47])[CH2:42][CH3:43])=[O:38])=[O:34])[CH2:29][CH3:30]. The catalyst class is: 6. (5) Reactant: [CH2:1]1[C:10]2[C:5](=[CH:6][CH:7]=[CH:8][CH:9]=2)[CH2:4][CH2:3][N:2]1[CH2:11][CH:12]([OH:21])[CH2:13][N:14]1[CH2:19][CH2:18][NH:17][CH2:16][C:15]1=[O:20].I[C:23]1[CH:28]=[CH:27][CH:26]=[C:25]([CH3:29])[CH:24]=1.CC1(C)C2C(=C(P(C3C=CC=CC=3)C3C=CC=CC=3)C=CC=2)OC2C(P(C3C=CC=CC=3)C3C=CC=CC=3)=CC=CC1=2.C(O[Na])(C)(C)C. Product: [CH2:1]1[C:10]2[C:5](=[CH:6][CH:7]=[CH:8][CH:9]=2)[CH2:4][CH2:3][N:2]1[CH2:11][CH:12]([OH:21])[CH2:13][N:14]1[CH2:19][CH2:18][N:17]([C:23]2[CH:24]=[C:25]([CH3:29])[CH:26]=[CH:27][CH:28]=2)[CH2:16][C:15]1=[O:20]. The catalyst class is: 110. (6) Reactant: [CH2:1]([N:3]1[C:11]2[C:6](=[N:7][CH:8]=[CH:9][CH:10]=2)[C:5]([C:12]2[CH:17]=[CH:16][C:15]([O:18][C:19]3[N:23](COCC[Si](C)(C)C)[C:22]4[CH:32]=[CH:33][CH:34]=[CH:35][C:21]=4[N:20]=3)=[CH:14][CH:13]=2)=[N:4]1)[CH3:2].Cl.[OH-].[Na+]. Product: [NH:23]1[C:22]2[CH:32]=[CH:33][CH:34]=[CH:35][C:21]=2[N:20]=[C:19]1[O:18][C:15]1[CH:16]=[CH:17][C:12]([C:5]2[C:6]3=[N:7][CH:8]=[CH:9][CH:10]=[C:11]3[N:3]([CH2:1][CH3:2])[N:4]=2)=[CH:13][CH:14]=1. The catalyst class is: 14. (7) Reactant: CO.[N+:3]([C:6]1[CH:11]=[CH:10][C:9]([C:12]2[N:13]=[C:14]3[CH:19]=[CH:18][CH:17]=[CH:16][N:15]3[CH:20]=2)=[CH:8][CH:7]=1)([O-])=O. Product: [N:13]1[C:12]([C:9]2[CH:10]=[CH:11][C:6]([NH2:3])=[CH:7][CH:8]=2)=[CH:20][N:15]2[CH:16]=[CH:17][CH:18]=[CH:19][C:14]=12. The catalyst class is: 354. (8) Reactant: [O:1]1[CH2:6][CH2:5][N:4]([CH2:7][CH2:8][N:9]([C:14]2[CH:15]=[C:16]([CH:21]=[CH:22][C:23]=2[O:24][C:25]([F:28])([F:27])[F:26])[C:17]([O:19]C)=[O:18])[S:10]([CH3:13])(=[O:12])=[O:11])[CH2:3][CH2:2]1.[ClH:29]. Product: [ClH:29].[O:1]1[CH2:2][CH2:3][N:4]([CH2:7][CH2:8][N:9]([C:14]2[CH:15]=[C:16]([CH:21]=[CH:22][C:23]=2[O:24][C:25]([F:26])([F:28])[F:27])[C:17]([OH:19])=[O:18])[S:10]([CH3:13])(=[O:11])=[O:12])[CH2:5][CH2:6]1. The catalyst class is: 12. (9) Reactant: [CH2:1]([O:3][C:4]([C:6]1[N:11]=[C:10](Br)[C:9]2[N:13]=[C:14]([C:16]3[CH:21]=[CH:20][CH:19]=[CH:18][CH:17]=3)[S:15][C:8]=2[C:7]=1[OH:22])=[O:5])[CH3:2].[C:23]1(B(O)O)[CH:28]=[CH:27][CH:26]=[CH:25][CH:24]=1.C(=O)([O-])[O-].[K+].[K+]. Product: [CH2:1]([O:3][C:4]([C:6]1[N:11]=[C:10]([C:23]2[CH:28]=[CH:27][CH:26]=[CH:25][CH:24]=2)[C:9]2[N:13]=[C:14]([C:16]3[CH:21]=[CH:20][CH:19]=[CH:18][CH:17]=3)[S:15][C:8]=2[C:7]=1[OH:22])=[O:5])[CH3:2]. The catalyst class is: 70. (10) Reactant: [CH3:1][S:2](Cl)(=[O:4])=[O:3].[CH2:6]1[C:9]2([CH:13]([NH:14][C:15](=[O:21])[O:16][C:17]([CH3:20])([CH3:19])[CH3:18])[CH2:12][NH:11][CH2:10]2)[CH2:8][CH2:7]1.C(N(CC)CC)C. Product: [CH3:1][S:2]([N:11]1[CH2:12][CH:13]([NH:14][C:15](=[O:21])[O:16][C:17]([CH3:19])([CH3:18])[CH3:20])[C:9]2([CH2:8][CH2:7][CH2:6]2)[CH2:10]1)(=[O:4])=[O:3]. The catalyst class is: 1.